Dataset: Full USPTO retrosynthesis dataset with 1.9M reactions from patents (1976-2016). Task: Predict the reactants needed to synthesize the given product. (1) Given the product [F:39][C:31]1[CH:32]=[C:33]([C:2]2[CH:3]=[N:4][C:5]([O:8][CH2:9][CH:10]3[CH2:15][CH2:14][N:13]([CH2:16][C:17]4([C:21]([F:24])([F:23])[F:22])[CH2:20][CH2:19][CH2:18]4)[CH2:12][CH2:11]3)=[N:6][CH:7]=2)[CH:34]=[CH:35][C:30]=1[C:28]([O:27][CH2:25][CH3:26])=[O:29], predict the reactants needed to synthesize it. The reactants are: Br[C:2]1[CH:3]=[N:4][C:5]([O:8][CH2:9][CH:10]2[CH2:15][CH2:14][N:13]([CH2:16][C:17]3([C:21]([F:24])([F:23])[F:22])[CH2:20][CH2:19][CH2:18]3)[CH2:12][CH2:11]2)=[N:6][CH:7]=1.[CH2:25]([O:27][C:28]([C:30]1[CH:35]=[CH:34][C:33](B(O)O)=[CH:32][C:31]=1[F:39])=[O:29])[CH3:26].C([O-])([O-])=O.[Cs+].[Cs+].O1CCOCC1. (2) Given the product [O:23]1[CH2:22][C@@H:21]1[CH2:20][N:12]1[C:11]2[CH:10]=[CH:9][CH:8]=[CH:7][C:6]=2[C:5]2[C:13]1=[CH:1][CH:2]=[CH:3][CH:4]=2, predict the reactants needed to synthesize it. The reactants are: [CH:1]1[C:13]2[NH:12][C:11]3[C:6](=[CH:7][CH:8]=[CH:9][CH:10]=3)[C:5]=2[CH:4]=[CH:3][CH:2]=1.[H-].[Na+].S(C1C=CC([N+]([O-])=O)=CC=1)(O[CH2:20][C@@H:21]1[O:23][CH2:22]1)(=O)=O. (3) Given the product [OH:37][CH2:36][CH2:38][NH:39][C:4]([C:6]1[C:7]2[S:15][CH:14]=[C:13]([CH2:16][O:17][C:18]3[CH:23]=[CH:22][CH:21]=[C:20]([O:24][CH2:25][C:26]4[CH:31]=[CH:30][CH:29]=[C:28]([C:32]([F:34])([F:35])[F:33])[CH:27]=4)[CH:19]=3)[C:8]=2[C:9]([NH2:12])=[N:10][CH:11]=1)=[O:5], predict the reactants needed to synthesize it. The reactants are: C(O[C:4]([C:6]1[C:7]2[S:15][CH:14]=[C:13]([CH2:16][O:17][C:18]3[CH:23]=[CH:22][CH:21]=[C:20]([O:24][CH2:25][C:26]4[CH:31]=[CH:30][CH:29]=[C:28]([C:32]([F:35])([F:34])[F:33])[CH:27]=4)[CH:19]=3)[C:8]=2[C:9]([NH2:12])=[N:10][CH:11]=1)=[O:5])C.[CH2:36]([CH2:38][NH2:39])[OH:37]. (4) Given the product [Cl:1][C:2]1[CH:3]=[N:4][CH:5]=[C:6]([Cl:20])[C:7]=1[C:8]1[O:9][CH2:10][CH:11]([C:13]2[CH:18]=[CH:17][C:16]([C:27]3[CH:28]=[CH:29][C:24]([O:23][CH2:21][CH3:22])=[CH:25][CH:26]=3)=[CH:15][CH:14]=2)[N:12]=1, predict the reactants needed to synthesize it. The reactants are: [Cl:1][C:2]1[CH:3]=[N:4][CH:5]=[C:6]([Cl:20])[C:7]=1[C:8]1[O:9][CH2:10][CH:11]([C:13]2[CH:18]=[CH:17][C:16](I)=[CH:15][CH:14]=2)[N:12]=1.[CH2:21]([O:23][C:24]1[CH:29]=[CH:28][C:27](B(O)O)=[CH:26][CH:25]=1)[CH3:22].C(=O)([O-])[O-].[Na+].[Na+].C1(C)C=CC=CC=1P(C1C=CC=CC=1C)C1C=CC=CC=1C. (5) Given the product [C:7]([CH:4]1[CH2:5][CH2:6][N:1]([C:9]([O:11][C:12]([CH3:15])([CH3:14])[CH3:13])=[O:10])[CH2:2][CH2:3]1)#[N:8], predict the reactants needed to synthesize it. The reactants are: [NH:1]1[CH2:6][CH2:5][CH:4]([C:7]#[N:8])[CH2:3][CH2:2]1.[C:9](O[C:9]([O:11][C:12]([CH3:15])([CH3:14])[CH3:13])=[O:10])([O:11][C:12]([CH3:15])([CH3:14])[CH3:13])=[O:10]. (6) Given the product [C:9]1([C:2]2[C:7]([OH:8])=[CH:6][CH:5]=[CH:4][N:3]=2)[CH:14]=[CH:13][CH:12]=[CH:11][CH:10]=1, predict the reactants needed to synthesize it. The reactants are: Br[C:2]1[C:7]([OH:8])=[CH:6][CH:5]=[CH:4][N:3]=1.[C:9]1(B(O)O)[CH:14]=[CH:13][CH:12]=[CH:11][CH:10]=1. (7) Given the product [CH3:11][CH:12]([CH2:31][CH2:32][CH2:33][CH:34]([CH3:36])[CH3:35])[CH2:13][CH2:14][O:15][C:16]1[CH:21]=[CH:20][C:19]([C:2]2[CH:7]=[CH:6][CH:5]=[CH:4][C:3]=2[N+:8]([O-:10])=[O:9])=[CH:18][CH:17]=1, predict the reactants needed to synthesize it. The reactants are: Br[C:2]1[CH:7]=[CH:6][CH:5]=[CH:4][C:3]=1[N+:8]([O-:10])=[O:9].[CH3:11][CH:12]([CH2:31][CH2:32][CH2:33][CH:34]([CH3:36])[CH3:35])[CH2:13][CH2:14][O:15][C:16]1[CH:21]=[CH:20][C:19](B2OC(C)(C)C(C)(C)O2)=[CH:18][CH:17]=1.C(=O)([O-])[O-].[K+].[K+]. (8) Given the product [CH3:7][O:8][C:9]1[CH:10]=[N:11][C:12]2[C:17](=[C:16]([CH:19]=[CH2:1])[CH:15]=[CH:14][CH:13]=2)[N:18]=1, predict the reactants needed to synthesize it. The reactants are: [C:1](O[K])(C)(C)C.[CH3:7][O:8][C:9]1[CH:10]=[N:11][C:12]2[CH:13]=[CH:14][CH:15]=[C:16]([CH:19]=O)[C:17]=2[N:18]=1. (9) Given the product [N:11]1[CH:12]=[CH:13][CH:14]=[C:9]([O:8][C:7]2[CH:15]=[CH:16][C:4]([NH2:1])=[CH:5][CH:6]=2)[CH:10]=1, predict the reactants needed to synthesize it. The reactants are: [N+:1]([C:4]1[CH:16]=[CH:15][C:7]([O:8][C:9]2[CH:10]=[N:11][CH:12]=[CH:13][CH:14]=2)=[CH:6][CH:5]=1)([O-])=O.